This data is from Forward reaction prediction with 1.9M reactions from USPTO patents (1976-2016). The task is: Predict the product of the given reaction. (1) Given the reactants [CH3:1][C:2]1[CH:3]=[N:4][CH:5]=[C:6]([CH:10]=1)[C:7](Cl)=[O:8].ClC1C=CC(C(NC2C=CC=C(C3OCCO3)C=2)=O)=CC=1.N1CCC(C(OC)=O)C1.C([O:43][C:44]([CH:46]1[CH2:51][CH2:50][N:49]([CH2:52][C:53]2[CH:58]=[CH:57][CH:56]=[C:55]([NH:59]C(=O)C3C=CC(Cl)=CC=3)[CH:54]=2)[CH2:48]C1)=[O:45])C, predict the reaction product. The product is: [CH3:1][C:2]1[CH:10]=[C:6]([C:7]([NH:59][C:55]2[CH:54]=[C:53]([CH:58]=[CH:57][CH:56]=2)[CH2:52][N:49]2[CH2:50][CH2:51][CH:46]([C:44]([OH:43])=[O:45])[CH2:48]2)=[O:8])[CH:5]=[N:4][CH:3]=1. (2) Given the reactants [CH2:1]([N:8]1[CH2:13][CH2:12][NH:11][CH2:10][CH2:9]1)[C:2]1[CH:7]=[CH:6][CH:5]=[CH:4][CH:3]=1.C(N(CC)CC)C.Cl[C:22]1[CH:27]=[CH:26][C:25]([N+:28]([O-:30])=[O:29])=[CH:24][N:23]=1, predict the reaction product. The product is: [CH2:1]([N:8]1[CH2:13][CH2:12][N:11]([C:22]2[CH:27]=[CH:26][C:25]([N+:28]([O-:30])=[O:29])=[CH:24][N:23]=2)[CH2:10][CH2:9]1)[C:2]1[CH:3]=[CH:4][CH:5]=[CH:6][CH:7]=1. (3) Given the reactants [N:1]1([C:5]2([C:16]3[S:17][CH:18]=[CH:19][CH:20]=3)[CH2:15][CH2:14][C:8]3([CH2:12][C:11](=O)[NH:10][CH2:9]3)[CH2:7][CH2:6]2)[CH2:4][CH2:3][CH2:2]1.[H-].[Al+3].[Li+].[H-].[H-].[H-].O.[OH-].[Na+], predict the reaction product. The product is: [N:1]1([C:5]2([C:16]3[S:17][CH:18]=[CH:19][CH:20]=3)[CH2:6][CH2:7][C:8]3([CH2:12][CH2:11][NH:10][CH2:9]3)[CH2:14][CH2:15]2)[CH2:2][CH2:3][CH2:4]1.